This data is from Forward reaction prediction with 1.9M reactions from USPTO patents (1976-2016). The task is: Predict the product of the given reaction. (1) Given the reactants Br[C:2]1[CH:3]=[N:4][C:5]([NH:8][CH2:9][CH2:10][N:11]2[CH2:16][CH2:15][O:14][CH2:13][CH2:12]2)=[N:6][CH:7]=1.[C:17]([C:19]1[CH:20]=[C:21]([NH2:26])[CH:22]=[N:23][C:24]=1[CH3:25])#[CH:18].N1CCCCC1, predict the reaction product. The product is: [NH2:26][C:21]1[CH:20]=[C:19]([C:17]#[C:18][C:2]2[CH:3]=[N:4][C:5]([NH:8][CH2:9][CH2:10][N:11]3[CH2:16][CH2:15][O:14][CH2:13][CH2:12]3)=[N:6][CH:7]=2)[C:24]([CH3:25])=[N:23][CH:22]=1. (2) Given the reactants [Cl:1][C:2]1[CH:7]=[CH:6][C:5]([N+:8]([O-:10])=[O:9])=[CH:4][C:3]=1[OH:11].Br[CH2:13][CH2:14][O:15][Si:16]([C:19]([CH3:22])([CH3:21])[CH3:20])([CH3:18])[CH3:17].C(=O)([O-])[O-].[K+].[K+], predict the reaction product. The product is: [C:19]([Si:16]([O:15][CH2:14][CH2:13][O:11][C:3]1[CH:4]=[C:5]([N+:8]([O-:10])=[O:9])[CH:6]=[CH:7][C:2]=1[Cl:1])([CH3:18])[CH3:17])([CH3:22])([CH3:21])[CH3:20]. (3) The product is: [C:3]([O:7][C:8]([C@@:10]1([CH2:24][CH2:25][OH:26])[CH2:14][C:13](=[O:15])[N:12]([C@@H:16]([C:18]2[CH:23]=[CH:22][CH:21]=[CH:20][CH:19]=2)[CH3:17])[CH2:11]1)=[O:9])([CH3:6])([CH3:5])[CH3:4]. Given the reactants [BH4-].[Na+].[C:3]([O:7][C:8]([C@@:10]1([CH2:24][CH:25]=[O:26])[CH2:14][C:13](=[O:15])[N:12]([C@@H:16]([C:18]2[CH:23]=[CH:22][CH:21]=[CH:20][CH:19]=2)[CH3:17])[CH2:11]1)=[O:9])([CH3:6])([CH3:5])[CH3:4].C(O)(=O)CC(CC(O)=O)(C(O)=O)O.C(OCC)(=O)C, predict the reaction product. (4) Given the reactants [CH2:1]([C@H:8]1[CH2:13][N:12]([C:14]2[CH:19]=[CH:18][C:17]([O:20][CH3:21])=[C:16]([O:22][CH:23]3[CH2:27][CH2:26][CH2:25][CH2:24]3)[CH:15]=2)[CH2:11][CH2:10][N:9]1[C:28](=[O:35])[CH2:29][C:30]1[N:31]=[CH:32][NH:33][CH:34]=1)[C:2]1[CH:7]=[CH:6][CH:5]=[CH:4][CH:3]=1.Br[CH:37]([CH3:39])[CH3:38], predict the reaction product. The product is: [CH2:1]([C@H:8]1[CH2:13][N:12]([C:14]2[CH:19]=[CH:18][C:17]([O:20][CH3:21])=[C:16]([O:22][CH:23]3[CH2:27][CH2:26][CH2:25][CH2:24]3)[CH:15]=2)[CH2:11][CH2:10][N:9]1[C:28](=[O:35])[CH2:29][C:30]1[N:31]=[CH:32][N:33]([CH:37]([CH3:39])[CH3:38])[CH:34]=1)[C:2]1[CH:3]=[CH:4][CH:5]=[CH:6][CH:7]=1. (5) Given the reactants Br[C:2]1[CH:3]=[N:4][CH:5]=[C:6]([C:8]([F:11])([F:10])[F:9])[CH:7]=1.[C:12]([N:16]1[C@H:20]([C:21]2[CH:26]=[CH:25][CH:24]=[CH:23][CH:22]=2)[CH2:19][O:18][C:17]1=[O:27])(=[O:15])[CH:13]=[CH2:14].CN(C=O)C, predict the reaction product. The product is: [C:21]1([C@@H:20]2[CH2:19][O:18][C:17](=[O:27])[N:16]2[C:12](=[O:15])/[CH:13]=[CH:14]/[C:2]2[CH:3]=[N:4][CH:5]=[C:6]([C:8]([F:11])([F:10])[F:9])[CH:7]=2)[CH:22]=[CH:23][CH:24]=[CH:25][CH:26]=1. (6) Given the reactants [S:1]1[CH:5]=[CH:4][CH:3]=[C:2]1[CH2:6][NH:7][C:8]([C:10]1[CH:25]=[C:13]2[CH:14]=[C:15]([C:19]3[CH:24]=[CH:23][CH:22]=[CH:21][CH:20]=3)[CH:16]=[C:17](Cl)[N:12]2[N:11]=1)=[O:9].[CH3:26][NH2:27], predict the reaction product. The product is: [S:1]1[CH:5]=[CH:4][CH:3]=[C:2]1[CH2:6][NH:7][C:8]([C:10]1[CH:25]=[C:13]2[CH:14]=[C:15]([C:19]3[CH:24]=[CH:23][CH:22]=[CH:21][CH:20]=3)[CH:16]=[C:17]([NH:27][CH3:26])[N:12]2[N:11]=1)=[O:9].